Dataset: Catalyst prediction with 721,799 reactions and 888 catalyst types from USPTO. Task: Predict which catalyst facilitates the given reaction. (1) Reactant: [CH3:1][O:2][C:3]([C:5]1[CH:10]=[C:9]([CH2:11]O)[CH:8]=[CH:7][N:6]=1)=[O:4].C([N:15]([CH2:18][CH3:19])CC)C.CS(Cl)(=O)=O.[CH:25]([C:28]1[C:33](=[O:34])[NH:32][C:31](=[O:35])[NH:30][C:29]=1OC1C=C(C=C(C)C=1)C#N)([CH3:27])[CH3:26].[C:46](=[O:49])([O-])[O-].[K+].[K+].[I-].[Li+]. Product: [CH3:1][O:2][C:3]([C:5]1[CH:10]=[C:9]([CH2:11][N:30]2[C:29]([C:46](=[O:49])[C:5]3[CH:10]=[C:9]([CH3:11])[CH:8]=[C:19]([C:18]#[N:15])[CH:3]=3)=[C:28]([CH:25]([CH3:26])[CH3:27])[C:33](=[O:34])[NH:32][C:31]2=[O:35])[CH:8]=[CH:7][N:6]=1)=[O:4]. The catalyst class is: 794. (2) Reactant: [CH:1]([C:3]1[S:7][C:6](B(O)O)=[C:5]([CH3:11])[CH:4]=1)=O.IC1[C:21]2[C:16](=[N:17][CH:18]=[N:19][C:20]=2[NH2:22])[N:15]([CH:23]([CH3:25])[CH3:24])[N:14]=1.[C:26]([O-])([O-])=[O:27].[Na+].[Na+]. Product: [NH2:22][C:20]1[N:19]=[CH:18][N:17]=[C:16]2[N:15]([CH:23]([CH3:25])[CH3:24])[N:14]=[C:1]([C:3]3[S:7][C:6]([CH:26]=[O:27])=[C:5]([CH3:11])[CH:4]=3)[C:21]=12. The catalyst class is: 414. (3) Reactant: [CH3:1][NH:2][CH2:3][CH:4]1[CH2:9][CH2:8][O:7][CH2:6][CH2:5]1.C(N(CC)CC)C.[N:17]1[O:18][N:19]=[C:20]2[CH:25]=[C:24]([C:26](Cl)=[O:27])[CH:23]=[CH:22][C:21]=12. Product: [CH3:1][N:2]([CH2:3][CH:4]1[CH2:9][CH2:8][O:7][CH2:6][CH2:5]1)[C:26]([C:24]1[CH:23]=[CH:22][C:21]2=[N:17][O:18][N:19]=[C:20]2[CH:25]=1)=[O:27]. The catalyst class is: 4. (4) The catalyst class is: 17. Product: [C:19]([O:18][C:17](=[O:23])[NH:16][C:13]1[S:14][CH:15]=[C:11]([CH2:10][S:9][C:3]2[CH:4]=[CH:5][C:6]([Cl:8])=[CH:7][C:2]=2[NH:1][S:33]([C:25]2[O:24][C:28]3[CH:29]=[CH:30][CH:31]=[CH:32][C:27]=3[CH:26]=2)(=[O:34])=[O:35])[N:12]=1)([CH3:20])([CH3:22])[CH3:21]. Reactant: [NH2:1][C:2]1[CH:7]=[C:6]([Cl:8])[CH:5]=[CH:4][C:3]=1[S:9][CH2:10][C:11]1[N:12]=[C:13]([NH:16][C:17](=[O:23])[O:18][C:19]([CH3:22])([CH3:21])[CH3:20])[S:14][CH:15]=1.[O:24]1[C:28]2[CH:29]=[CH:30][CH:31]=[CH:32][C:27]=2[CH:26]=[C:25]1[S:33](Cl)(=[O:35])=[O:34]. (5) The catalyst class is: 4. Reactant: [C:1]([O:5][C:6]([NH:8][C@@H:9]([CH2:13][C:14]1[C:23]2[C:18](=[CH:19][CH:20]=[CH:21][CH:22]=2)[CH:17]=[CH:16][CH:15]=1)[C:10]([OH:12])=O)=[O:7])([CH3:4])([CH3:3])[CH3:2].Cl.[NH2:25][C@@H:26]([C@@H:30](C)[CH2:31][CH3:32])[C:27]([NH2:29])=[O:28].[CH3:34]CN=C=NCCCN(C)C.Cl.C1C=CC2N(O)N=NC=2C=1.CCN(C(C)C)C(C)C. Product: [C:27]([C@@H:26]([NH:25][C:10](=[O:12])[C@@H:9]([NH:8][C:6]([O:5][C:1]([CH3:2])([CH3:4])[CH3:3])=[O:7])[CH2:13][C:14]1[C:23]2[C:18](=[CH:19][CH:20]=[CH:21][CH:22]=2)[CH:17]=[CH:16][CH:15]=1)[CH2:30][CH:31]([CH3:32])[CH3:34])(=[O:28])[NH2:29].